From a dataset of hERG potassium channel inhibition data for cardiac toxicity prediction from Karim et al.. Regression/Classification. Given a drug SMILES string, predict its toxicity properties. Task type varies by dataset: regression for continuous values (e.g., LD50, hERG inhibition percentage) or binary classification for toxic/non-toxic outcomes (e.g., AMES mutagenicity, cardiotoxicity, hepatotoxicity). Dataset: herg_karim. (1) The drug is O=C1N(CCN2Cc3ccccc3C2)CCN1c1csc2ccccc12. The result is 1 (blocker). (2) The compound is COc1ccccc1Oc1ccccc1CN1CCC2(CC1)CCN(C(=O)c1ccc(Cl)cc1)CC2. The result is 1 (blocker).